From a dataset of Reaction yield outcomes from USPTO patents with 853,638 reactions. Predict the reaction yield, written as a fraction of the theoretical maximum amount of product (1.0 means a 100% yield; for example, 0.34 means a 34% yield). (1) The reactants are C(OC(=O)[NH:7][CH:8]1[CH2:13][CH2:12][CH:11]([N:14]([C:30]([C:32]2[S:36][C:35]3[CH:37]=[CH:38][CH:39]=[C:40]([F:41])[C:34]=3[C:33]=2[Cl:42])=[O:31])[CH2:15][C:16]2[CH:21]=[C:20]([C:22]3[CH:23]=[N:24][CH:25]=[CH:26][CH:27]=3)[CH:19]=[CH:18][C:17]=2[O:28][CH3:29])[CH2:10][CH2:9]1)(C)(C)C.FC(F)(F)C(O)=O. The catalyst is C(Cl)Cl. The product is [NH2:7][CH:8]1[CH2:13][CH2:12][CH:11]([N:14]([CH2:15][C:16]2[CH:21]=[C:20]([C:22]3[CH:23]=[N:24][CH:25]=[CH:26][CH:27]=3)[CH:19]=[CH:18][C:17]=2[O:28][CH3:29])[C:30]([C:32]2[S:36][C:35]3[CH:37]=[CH:38][CH:39]=[C:40]([F:41])[C:34]=3[C:33]=2[Cl:42])=[O:31])[CH2:10][CH2:9]1. The yield is 0.480. (2) The reactants are Br[C:2]1[CH:3]=[N:4][C:5]2[C:10]([CH:11]=1)=[CH:9][CH:8]=[N:7][C:6]=2[Cl:12].CCN(C(C)C)C(C)C.CC1(C)C2C(=C(P(C3C=CC=CC=3)C3C=CC=CC=3)C=CC=2)OC2C(P(C3C=CC=CC=3)C3C=CC=CC=3)=CC=CC1=2.[CH2:64]([SH:71])[C:65]1[CH:70]=[CH:69][CH:68]=[CH:67][CH:66]=1. The catalyst is C1C=CC(/C=C/C(/C=C/C2C=CC=CC=2)=O)=CC=1.C1C=CC(/C=C/C(/C=C/C2C=CC=CC=2)=O)=CC=1.C1C=CC(/C=C/C(/C=C/C2C=CC=CC=2)=O)=CC=1.[Pd].[Pd].O1CCOCC1. The product is [CH2:64]([S:71][C:2]1[CH:3]=[N:4][C:5]2[C:10]([CH:11]=1)=[CH:9][CH:8]=[N:7][C:6]=2[Cl:12])[C:65]1[CH:70]=[CH:69][CH:68]=[CH:67][CH:66]=1. The yield is 0.514.